Dataset: Forward reaction prediction with 1.9M reactions from USPTO patents (1976-2016). Task: Predict the product of the given reaction. Given the reactants ClC1C=C([C:9]2[N:13]3[C:14]4[N:22]=[C:21]([O:23][CH3:24])[CH:20]=[CH:19][C:15]=4[N:16]=[C:17]([CH3:18])[C:12]3=[C:11]([CH3:25])[N:10]=2)C=C(Cl)C=1.[Cl:26][C:27]1[CH:32]=[CH:31][C:30]([O:33][CH3:34])=[CH:29][C:28]=1B(O)O, predict the reaction product. The product is: [Cl:26][C:27]1[CH:32]=[CH:31][C:30]([O:33][CH3:34])=[CH:29][C:28]=1[C:9]1[N:13]2[C:14]3[N:22]=[C:21]([O:23][CH3:24])[CH:20]=[CH:19][C:15]=3[N:16]=[C:17]([CH3:18])[C:12]2=[C:11]([CH3:25])[N:10]=1.